Dataset: NCI-60 drug combinations with 297,098 pairs across 59 cell lines. Task: Regression. Given two drug SMILES strings and cell line genomic features, predict the synergy score measuring deviation from expected non-interaction effect. (1) Drug 1: CC1=C2C(C(=O)C3(C(CC4C(C3C(C(C2(C)C)(CC1OC(=O)C(C(C5=CC=CC=C5)NC(=O)OC(C)(C)C)O)O)OC(=O)C6=CC=CC=C6)(CO4)OC(=O)C)O)C)O. Drug 2: CS(=O)(=O)CCNCC1=CC=C(O1)C2=CC3=C(C=C2)N=CN=C3NC4=CC(=C(C=C4)OCC5=CC(=CC=C5)F)Cl. Cell line: CCRF-CEM. Synergy scores: CSS=32.7, Synergy_ZIP=8.85, Synergy_Bliss=-4.21, Synergy_Loewe=-24.6, Synergy_HSA=-9.06. (2) Drug 2: CC1=C2C(C(=O)C3(C(CC4C(C3C(C(C2(C)C)(CC1OC(=O)C(C(C5=CC=CC=C5)NC(=O)OC(C)(C)C)O)O)OC(=O)C6=CC=CC=C6)(CO4)OC(=O)C)O)C)O. Synergy scores: CSS=55.0, Synergy_ZIP=2.34, Synergy_Bliss=-0.554, Synergy_Loewe=2.22, Synergy_HSA=5.17. Cell line: LOX IMVI. Drug 1: CC1=C2C(C(=O)C3(C(CC4C(C3C(C(C2(C)C)(CC1OC(=O)C(C(C5=CC=CC=C5)NC(=O)OC(C)(C)C)O)O)OC(=O)C6=CC=CC=C6)(CO4)OC(=O)C)OC)C)OC. (3) Drug 1: CC1=CC2C(CCC3(C2CCC3(C(=O)C)OC(=O)C)C)C4(C1=CC(=O)CC4)C. Drug 2: C1C(C(OC1N2C=NC3=C2NC=NCC3O)CO)O. Cell line: HCT-15. Synergy scores: CSS=-2.29, Synergy_ZIP=0.246, Synergy_Bliss=-1.77, Synergy_Loewe=-3.28, Synergy_HSA=-3.72.